Dataset: Peptide-MHC class I binding affinity with 185,985 pairs from IEDB/IMGT. Task: Regression. Given a peptide amino acid sequence and an MHC pseudo amino acid sequence, predict their binding affinity value. This is MHC class I binding data. (1) The peptide sequence is LLDLEGHIL. The MHC is HLA-A02:16 with pseudo-sequence HLA-A02:16. The binding affinity (normalized) is 0.619. (2) The binding affinity (normalized) is 0. The MHC is HLA-A02:03 with pseudo-sequence HLA-A02:03. The peptide sequence is DYCNVLNKEF. (3) The peptide sequence is YTVKYPNA. The MHC is H-2-Kb with pseudo-sequence H-2-Kb. The binding affinity (normalized) is 0.263. (4) The peptide sequence is CFTSLVWAPLILA. The MHC is HLA-A23:01 with pseudo-sequence HLA-A23:01. The binding affinity (normalized) is 0.0101. (5) The peptide sequence is HPKLRPILL. The MHC is HLA-B40:01 with pseudo-sequence HLA-B40:01. The binding affinity (normalized) is 0.0847. (6) The peptide sequence is ELTYLQYGWSY. The MHC is Mamu-B52 with pseudo-sequence Mamu-B52. The binding affinity (normalized) is 0.210. (7) The peptide sequence is WTYNAELLV. The MHC is Mamu-A02 with pseudo-sequence Mamu-A02. The binding affinity (normalized) is 0.816. (8) The peptide sequence is PEFDWILGWT. The binding affinity (normalized) is 0. The MHC is HLA-B40:01 with pseudo-sequence HLA-B40:01. (9) The peptide sequence is GAPWKIWML. The MHC is HLA-B15:01 with pseudo-sequence HLA-B15:01. The binding affinity (normalized) is 0.0847. (10) The peptide sequence is VWKQLFPEL. The MHC is HLA-B27:03 with pseudo-sequence HLA-B27:03. The binding affinity (normalized) is 0.0847.